Dataset: Reaction yield outcomes from USPTO patents with 853,638 reactions. Task: Predict the reaction yield, written as a fraction of the theoretical maximum amount of product (1.0 means a 100% yield; for example, 0.34 means a 34% yield). (1) The product is [S:15]([O:1][CH:2]1[CH2:3][CH2:4][N:5]([C:8]([O:10][C:11]([CH3:14])([CH3:13])[CH3:12])=[O:9])[CH2:6][CH2:7]1)([C:18]1[CH:24]=[CH:23][C:21]([CH3:22])=[CH:20][CH:19]=1)(=[O:17])=[O:16]. The catalyst is C(Cl)Cl. The reactants are [OH:1][CH:2]1[CH2:7][CH2:6][N:5]([C:8]([O:10][C:11]([CH3:14])([CH3:13])[CH3:12])=[O:9])[CH2:4][CH2:3]1.[S:15](Cl)([C:18]1[CH:24]=[CH:23][C:21]([CH3:22])=[CH:20][CH:19]=1)(=[O:17])=[O:16].CCN(CC)CC. The yield is 0.680. (2) The reactants are [F:1][C:2]1[CH:7]=[CH:6][CH:5]=[C:4]([F:8])[C:3]=1[C:9]1[C:17]2[O:16][CH:15]([CH2:18][N:19]=[N+]=[N-])[CH2:14][C:13]=2[CH:12]=[CH:11][CH:10]=1. The catalyst is [Pd]. The product is [F:1][C:2]1[CH:7]=[CH:6][CH:5]=[C:4]([F:8])[C:3]=1[C:9]1[C:17]2[O:16][CH:15]([CH2:18][NH2:19])[CH2:14][C:13]=2[CH:12]=[CH:11][CH:10]=1. The yield is 0.900.